From a dataset of NCI-60 drug combinations with 297,098 pairs across 59 cell lines. Regression. Given two drug SMILES strings and cell line genomic features, predict the synergy score measuring deviation from expected non-interaction effect. (1) Drug 1: C(=O)(N)NO. Drug 2: C(CCl)NC(=O)N(CCCl)N=O. Cell line: A549. Synergy scores: CSS=7.51, Synergy_ZIP=-0.148, Synergy_Bliss=1.21, Synergy_Loewe=7.11, Synergy_HSA=2.44. (2) Drug 1: C1=CC(=C(C=C1I)F)NC2=C(C=CC(=C2F)F)C(=O)NOCC(CO)O. Drug 2: CCC1=C2CN3C(=CC4=C(C3=O)COC(=O)C4(CC)O)C2=NC5=C1C=C(C=C5)O. Cell line: OVCAR3. Synergy scores: CSS=20.3, Synergy_ZIP=-4.88, Synergy_Bliss=-2.26, Synergy_Loewe=3.91, Synergy_HSA=4.36. (3) Synergy scores: CSS=26.9, Synergy_ZIP=-0.806, Synergy_Bliss=3.08, Synergy_Loewe=4.00, Synergy_HSA=4.58. Drug 2: C1=NC2=C(N=C(N=C2N1C3C(C(C(O3)CO)O)O)F)N. Drug 1: C1C(C(OC1N2C=NC3=C(N=C(N=C32)Cl)N)CO)O. Cell line: MALME-3M. (4) Drug 1: CC1=C(C=C(C=C1)C(=O)NC2=CC(=CC(=C2)C(F)(F)F)N3C=C(N=C3)C)NC4=NC=CC(=N4)C5=CN=CC=C5. Drug 2: CCC1=C2CN3C(=CC4=C(C3=O)COC(=O)C4(CC)O)C2=NC5=C1C=C(C=C5)O. Cell line: RXF 393. Synergy scores: CSS=-1.58, Synergy_ZIP=2.21, Synergy_Bliss=2.74, Synergy_Loewe=-8.12, Synergy_HSA=-4.83. (5) Drug 1: COC1=C2C(=CC3=C1OC=C3)C=CC(=O)O2. Drug 2: C(CCl)NC(=O)N(CCCl)N=O. Cell line: SN12C. Synergy scores: CSS=7.09, Synergy_ZIP=0.0200, Synergy_Bliss=1.33, Synergy_Loewe=8.19, Synergy_HSA=2.42. (6) Drug 1: CC(C)NC(=O)C1=CC=C(C=C1)CNNC.Cl. Drug 2: C1C(C(OC1N2C=NC(=NC2=O)N)CO)O. Cell line: A549. Synergy scores: CSS=4.86, Synergy_ZIP=-2.44, Synergy_Bliss=0.0774, Synergy_Loewe=0.332, Synergy_HSA=0.798. (7) Drug 1: CC(C)CN1C=NC2=C1C3=CC=CC=C3N=C2N. Drug 2: C(CCl)NC(=O)N(CCCl)N=O. Cell line: DU-145. Synergy scores: CSS=2.45, Synergy_ZIP=-0.471, Synergy_Bliss=0.532, Synergy_Loewe=-0.702, Synergy_HSA=-1.18. (8) Drug 1: C(=O)(N)NO. Drug 2: CN1C2=C(C=C(C=C2)N(CCCl)CCCl)N=C1CCCC(=O)O.Cl. Cell line: MDA-MB-435. Synergy scores: CSS=2.79, Synergy_ZIP=-2.51, Synergy_Bliss=-2.33, Synergy_Loewe=-2.65, Synergy_HSA=-2.10.